From a dataset of SARS-CoV-2 main protease (3CLPro) crystallographic fragment screen with 879 compounds. Binary Classification. Given a drug SMILES string, predict its activity (active/inactive) in a high-throughput screening assay against a specified biological target. The drug is CCOC(=O)c1cc(-c2ccc(C)cc2)no1. The result is 0 (inactive).